This data is from Reaction yield outcomes from USPTO patents with 853,638 reactions. The task is: Predict the reaction yield, written as a fraction of the theoretical maximum amount of product (1.0 means a 100% yield; for example, 0.34 means a 34% yield). The reactants are [F:1][C:2]([F:55])([F:54])[C:3]1C=[CH:5][C:6]([O:25][C:26]2[CH:31]=[C:30](F)[C:29]([S:33]([N:36](CC3C=CC(OC)=CC=3OC)[C:37]3[S:41][CH:40]=[N:39][N:38]=3)(=[O:35])=[O:34])=[CH:28][C:27]=2Cl)=[C:7]([C:9]2[N:13]([CH:14]3[CH2:17][N:16](C(OC(C)(C)C)=O)[CH2:15]3)[N:12]=[CH:11][CH:10]=2)[CH:8]=1.[F:56]C(F)(F)C(O)=O.O.N.Cl[CH2:66][Cl:67]. No catalyst specified. The product is [NH:16]1[CH2:17][CH:14]([N:13]2[C:9]([C:7]3([F:56])[CH:8]=[C:3]([C:2]([F:55])([F:54])[F:1])[C:66]([Cl:67])=[CH:5][CH:6]3[O:25][C:26]3[CH:31]=[CH:30][C:29]([S:33]([NH:36][C:37]4[S:41][CH:40]=[N:39][N:38]=4)(=[O:35])=[O:34])=[CH:28][CH:27]=3)=[CH:10][CH:11]=[N:12]2)[CH2:15]1. The yield is 0.880.